This data is from Forward reaction prediction with 1.9M reactions from USPTO patents (1976-2016). The task is: Predict the product of the given reaction. (1) Given the reactants NN.[NH:3]1[C:11]2[C:6](=[CH:7][CH:8]=[CH:9][CH:10]=2)[CH:5]=[CH:4]1, predict the reaction product. The product is: [NH:3]1[C:11]2[C:6](=[CH:7][CH:8]=[CH:9][CH:10]=2)[CH2:5][CH2:4]1. (2) The product is: [F:1][C:2]1[C:31]([N:32]2[CH2:38][CH2:37][CH2:36][O:35][CH2:34][CH2:33]2)=[CH:30][C:5]2[NH:6][C:7]([C:9]3[C:13]([NH:14][C:15](=[O:23])[N:16]([CH:17]([CH3:18])[CH3:19])[CH:20]([CH3:22])[CH3:21])=[CH:12][NH:11][N:10]=3)=[N:8][C:4]=2[CH:3]=1. Given the reactants [F:1][C:2]1[C:31]([N:32]2[CH2:38][CH2:37][CH2:36][O:35][CH2:34][CH2:33]2)=[CH:30][C:5]2[NH:6][C:7]([C:9]3[C:13]([NH:14][C:15](=[O:23])[N:16]([CH:20]([CH3:22])[CH3:21])[CH:17]([CH3:19])[CH3:18])=[CH:12][N:11](C4CCCCO4)[N:10]=3)=[N:8][C:4]=2[CH:3]=1.Cl, predict the reaction product. (3) Given the reactants Br[CH2:2][C:3]1[CH:8]=[CH:7][C:6]([C:9]([OH:18])([C:14]([F:17])([F:16])[F:15])[C:10]([F:13])([F:12])[F:11])=[CH:5][CH:4]=1.[Br:19][C:20]1[CH:21]=[C:22]([SH:26])[CH:23]=[CH:24][CH:25]=1, predict the reaction product. The product is: [Br:19][C:20]1[CH:21]=[C:22]([S:26][CH2:2][C:3]2[CH:4]=[CH:5][C:6]([C:9]([OH:18])([C:10]([F:11])([F:12])[F:13])[C:14]([F:15])([F:16])[F:17])=[CH:7][CH:8]=2)[CH:23]=[CH:24][CH:25]=1. (4) Given the reactants C[O:2][C:3](=[O:43])[C@@H:4]([NH:14][C:15]([C:17]1[CH:21]=[C:20]([O:22][CH2:23][C:24]([N:26]2[CH2:30][CH2:29][CH2:28][C@H:27]2[C:31](=[O:36])[NH:32][CH2:33][CH2:34][F:35])=[O:25])[N:19]([C:37]2[CH:42]=[CH:41][CH:40]=[CH:39][CH:38]=2)[N:18]=1)=[O:16])[CH2:5][CH2:6][C:7]([O:9][C:10]([CH3:13])([CH3:12])[CH3:11])=[O:8].[Li+].[OH-], predict the reaction product. The product is: [C:10]([O:9][C:7](=[O:8])[CH2:6][CH2:5][C@H:4]([NH:14][C:15]([C:17]1[CH:21]=[C:20]([O:22][CH2:23][C:24]([N:26]2[CH2:30][CH2:29][CH2:28][C@H:27]2[C:31](=[O:36])[NH:32][CH2:33][CH2:34][F:35])=[O:25])[N:19]([C:37]2[CH:38]=[CH:39][CH:40]=[CH:41][CH:42]=2)[N:18]=1)=[O:16])[C:3]([OH:43])=[O:2])([CH3:13])([CH3:11])[CH3:12]. (5) Given the reactants [I-].[Li+:2].[CH3:3][C@H:4]1[CH2:9][NH:8][CH2:7][C@H:6]([CH3:10])[N:5]1[C:11]1[O:12][C:13]2[C:14](=[C:16]([C:20]([O:22]C)=[O:21])[CH:17]=[CH:18][CH:19]=2)[N:15]=1, predict the reaction product. The product is: [CH3:3][C@H:4]1[CH2:9][NH:8][CH2:7][C@H:6]([CH3:10])[N:5]1[C:11]1[O:12][C:13]2[C:14](=[C:16]([C:20]([O-:22])=[O:21])[CH:17]=[CH:18][CH:19]=2)[N:15]=1.[Li+:2].